This data is from Merck oncology drug combination screen with 23,052 pairs across 39 cell lines. The task is: Regression. Given two drug SMILES strings and cell line genomic features, predict the synergy score measuring deviation from expected non-interaction effect. (1) Drug 1: COc1cc(C2c3cc4c(cc3C(OC3OC5COC(C)OC5C(O)C3O)C3COC(=O)C23)OCO4)cc(OC)c1O. Drug 2: C=CCn1c(=O)c2cnc(Nc3ccc(N4CCN(C)CC4)cc3)nc2n1-c1cccc(C(C)(C)O)n1. Cell line: HT144. Synergy scores: synergy=18.2. (2) Drug 1: COc1cc(C2c3cc4c(cc3C(OC3OC5COC(C)OC5C(O)C3O)C3COC(=O)C23)OCO4)cc(OC)c1O. Drug 2: COC1=C2CC(C)CC(OC)C(O)C(C)C=C(C)C(OC(N)=O)C(OC)C=CC=C(C)C(=O)NC(=CC1=O)C2=O. Cell line: A427. Synergy scores: synergy=5.49. (3) Drug 1: COc1cccc2c1C(=O)c1c(O)c3c(c(O)c1C2=O)CC(O)(C(=O)CO)CC3OC1CC(N)C(O)C(C)O1. Drug 2: CC(C)CC(NC(=O)C(Cc1ccccc1)NC(=O)c1cnccn1)B(O)O. Cell line: HT29. Synergy scores: synergy=-15.5.